The task is: Predict which catalyst facilitates the given reaction.. This data is from Catalyst prediction with 721,799 reactions and 888 catalyst types from USPTO. (1) Reactant: [F:1][C:2]1[CH:3]=[C:4]([CH:7]=[C:8]([F:12])[C:9]=1[S:10][CH3:11])[CH:5]=O.[NH2:13][OH:14].Cl.C([O-])([O-])=O.[K+].[K+]. Product: [F:1][C:2]1[CH:3]=[C:4]([CH:7]=[C:8]([F:12])[C:9]=1[S:10][CH3:11])[CH:5]=[N:13][OH:14]. The catalyst class is: 88. (2) Reactant: C(N(CC)CC)C.Cl.Cl.[C:10]([O:13][CH2:14][C@@H:15]1[C@@H:20]([O:21][C:22](=[O:24])[CH3:23])[C@H:19]([O:25][C:26](=[O:28])[CH3:27])[C@@H:18]([O:29][C:30](=[O:32])[CH3:31])[C@H:17]([N:33]2[C:41]3[C:36](=[C:37]([CH3:42])[CH:38]=[CH:39][CH:40]=3)[C:35]([CH2:43][C:44]3[CH:49]=[CH:48][C:47](/[CH:50]=[CH:51]/[CH2:52][CH2:53][N:54]4[CH2:59][C:58]5([CH2:64][CH2:63][NH:62][CH2:61][CH2:60]5)[CH2:57][CH2:56][CH2:55]4)=[CH:46][CH:45]=3)=[CH:34]2)[O:16]1)(=[O:12])[CH3:11].C1N=CN(C(N2C=NC=C2)=O)C=1.[C:77]([O:81][C:82]([NH:84][CH2:85][C:86](O)=[O:87])=[O:83])([CH3:80])([CH3:79])[CH3:78]. Product: [C:10]([O:13][CH2:14][C@@H:15]1[C@@H:20]([O:21][C:22](=[O:24])[CH3:23])[C@H:19]([O:25][C:26](=[O:28])[CH3:27])[C@@H:18]([O:29][C:30](=[O:32])[CH3:31])[C@H:17]([N:33]2[C:41]3[C:36](=[C:37]([CH3:42])[CH:38]=[CH:39][CH:40]=3)[C:35]([CH2:43][C:44]3[CH:49]=[CH:48][C:47](/[CH:50]=[CH:51]/[CH2:52][CH2:53][N:54]4[CH2:59][C:58]5([CH2:60][CH2:61][N:62]([C:86](=[O:87])[CH2:85][NH:84][C:82]([O:81][C:77]([CH3:79])([CH3:78])[CH3:80])=[O:83])[CH2:63][CH2:64]5)[CH2:57][CH2:56][CH2:55]4)=[CH:46][CH:45]=3)=[CH:34]2)[O:16]1)(=[O:12])[CH3:11]. The catalyst class is: 4. (3) Reactant: I[C:2]1[CH:3]=[C:4]([C:12]([O:14][CH3:15])=[O:13])[CH:5]=[C:6]([CH:11]=1)[C:7]([O:9][CH3:10])=[O:8].[C:16]([C:18]1[CH:23]=[CH:22][C:21](B(O)O)=[CH:20][CH:19]=1)#[N:17].C([O-])([O-])=O.[Na+].[Na+]. Product: [C:16]([C:18]1[CH:23]=[CH:22][C:21]([C:2]2[CH:3]=[C:4]([C:12]([O:14][CH3:15])=[O:13])[CH:5]=[C:6]([C:7]([O:9][CH3:10])=[O:8])[CH:11]=2)=[CH:20][CH:19]=1)#[N:17]. The catalyst class is: 19. (4) Reactant: [F:1][C:2]1[CH:7]=[CH:6][C:5]([C:8]2[S:16][C:15]3[C:14](=[O:17])[N:13]([CH:18]4[CH2:23][CH2:22][N:21]([C:24]([O:26][C:27]([CH3:30])([CH3:29])[CH3:28])=[O:25])[CH2:20][CH2:19]4)[C:12](=[O:31])[NH:11][C:10]=3[CH:9]=2)=[C:4]([O:32][CH3:33])[CH:3]=1.Cl[CH2:35][C:36]1[O:40][N:39]=[C:38]([CH2:41][O:42][CH3:43])[N:37]=1.C(=O)([O-])[O-].[K+].[K+]. Product: [F:1][C:2]1[CH:7]=[CH:6][C:5]([C:8]2[S:16][C:15]3[C:14](=[O:17])[N:13]([CH:18]4[CH2:23][CH2:22][N:21]([C:24]([O:26][C:27]([CH3:28])([CH3:29])[CH3:30])=[O:25])[CH2:20][CH2:19]4)[C:12](=[O:31])[N:11]([CH2:35][C:36]4[O:40][N:39]=[C:38]([CH2:41][O:42][CH3:43])[N:37]=4)[C:10]=3[CH:9]=2)=[C:4]([O:32][CH3:33])[CH:3]=1. The catalyst class is: 3. (5) Reactant: [C:1]([O:5][C:6]([N:8]1[CH2:13][CH2:12][CH:11]([C:14]2[N:19]=[C:18]([C:20](OC)=[O:21])[CH:17]=[CH:16][N:15]=2)[CH2:10][CH2:9]1)=[O:7])([CH3:4])([CH3:3])[CH3:2].[H-].[H-].[H-].[H-].[Li+].[Al+3]. Product: [OH:21][CH2:20][C:18]1[CH:17]=[CH:16][N:15]=[C:14]([CH:11]2[CH2:10][CH2:9][N:8]([C:6]([O:5][C:1]([CH3:4])([CH3:3])[CH3:2])=[O:7])[CH2:13][CH2:12]2)[N:19]=1. The catalyst class is: 1.